Dataset: Forward reaction prediction with 1.9M reactions from USPTO patents (1976-2016). Task: Predict the product of the given reaction. (1) Given the reactants [CH2:1]([O:3][C:4](=[O:19])[C:5]([CH3:18])([O:7][C:8]1[CH:13]=[CH:12][C:11]([CH2:14][CH2:15][NH:16][CH3:17])=[CH:10][CH:9]=1)[CH3:6])[CH3:2].[CH3:20][C:21]1[N:29]=[C:28]([C:30]2[CH:35]=[CH:34][C:33]([C:36]([F:39])([F:38])[F:37])=[CH:32][CH:31]=2)[CH:27]=[CH:26][C:22]=1[C:23]([OH:25])=O.COC(=O)C1C=CC(C2C=CC(C(F)(F)F)=CC=2)=NC=1C, predict the reaction product. The product is: [CH2:1]([O:3][C:4](=[O:19])[C:5]([CH3:18])([O:7][C:8]1[CH:9]=[CH:10][C:11]([CH2:14][CH2:15][N:16]([CH3:17])[C:23]([C:22]2[C:21]([CH3:20])=[N:29][C:28]([C:30]3[CH:35]=[CH:34][C:33]([C:36]([F:39])([F:38])[F:37])=[CH:32][CH:31]=3)=[CH:27][CH:26]=2)=[O:25])=[CH:12][CH:13]=1)[CH3:6])[CH3:2]. (2) Given the reactants [Br:1][C:2]1[CH:3]=[C:4]2[C:9](=[CH:10][CH:11]=1)[N:8]=[C:7](Cl)[C:6]([CH2:13][C:14]1[CH:21]=[CH:20][C:17]([C:18]#[N:19])=[CH:16][CH:15]=1)=[C:5]2[Cl:22].[CH3:23][O-:24].[Na+], predict the reaction product. The product is: [Br:1][C:2]1[CH:3]=[C:4]2[C:9](=[CH:10][CH:11]=1)[N:8]=[C:7]([O:24][CH3:23])[C:6]([CH2:13][C:14]1[CH:21]=[CH:20][C:17]([C:18]#[N:19])=[CH:16][CH:15]=1)=[C:5]2[Cl:22].